Dataset: Full USPTO retrosynthesis dataset with 1.9M reactions from patents (1976-2016). Task: Predict the reactants needed to synthesize the given product. Given the product [CH2:13]([C:3]1[C:4]2[S:8][C:7]3[CH:9]=[C:10]([C:23]#[C:24][CH2:25][CH2:26][CH2:27][CH2:28][CH2:29][CH2:30][CH2:31][CH3:32])[S:11][C:6]=3[C:5]=2[S:12][CH:2]=1)[CH2:14][CH2:15][CH2:16][CH2:17][CH2:18][CH2:19][CH2:20][CH2:21][CH3:22], predict the reactants needed to synthesize it. The reactants are: Br[C:2]1[S:12][C:5]2[C:6]3[S:11][CH:10]=[CH:9][C:7]=3[S:8][C:4]=2[C:3]=1[CH2:13][CH2:14][CH2:15][CH2:16][CH2:17][CH2:18][CH2:19][CH2:20][CH2:21][CH3:22].[CH:23]#[C:24][CH2:25][CH2:26][CH2:27][CH2:28][CH2:29][CH2:30][CH2:31][CH3:32].